From a dataset of Catalyst prediction with 721,799 reactions and 888 catalyst types from USPTO. Predict which catalyst facilitates the given reaction. Reactant: [Cl:1][C:2]1[C:3]2[C:10]([I:11])=[CH:9][N:8]([C@H:12]3[CH2:17][CH2:16][C@H:15]([N:18]4[CH2:23][CH2:22][N:21]([CH3:24])[CH2:20][CH2:19]4)[CH2:14][CH2:13]3)[C:4]=2[N:5]=[CH:6][N:7]=1.[OH-].[NH4+:26]. Product: [ClH:1].[I:11][C:10]1[C:3]2[C:2]([NH2:26])=[N:7][CH:6]=[N:5][C:4]=2[N:8]([C@H:12]2[CH2:17][CH2:16][C@H:15]([N:18]3[CH2:23][CH2:22][N:21]([CH3:24])[CH2:20][CH2:19]3)[CH2:14][CH2:13]2)[CH:9]=1. The catalyst class is: 12.